Dataset: Full USPTO retrosynthesis dataset with 1.9M reactions from patents (1976-2016). Task: Predict the reactants needed to synthesize the given product. (1) Given the product [C:31]([O:35][C:36]([N:38]1[CH2:43][CH2:42][O:41][C@H:40]([C:44]2[CH:49]=[CH:48][C:47]([NH:50][C:9]([C:6]3[CH:5]=[N:4][C:3]([C:2]([F:1])([F:13])[F:12])=[CH:8][N:7]=3)=[O:11])=[CH:46][C:45]=2[C:51]#[N:52])[CH2:39]1)=[O:37])([CH3:34])([CH3:32])[CH3:33], predict the reactants needed to synthesize it. The reactants are: [F:1][C:2]([F:13])([F:12])[C:3]1[N:4]=[CH:5][C:6]([C:9]([OH:11])=O)=[N:7][CH:8]=1.ClC(N(C)C)=C(C)C.C(N(C(C)C)C(C)C)C.[C:31]([O:35][C:36]([N:38]1[CH2:43][CH2:42][O:41][C@H:40]([C:44]2[CH:49]=[CH:48][C:47]([NH2:50])=[CH:46][C:45]=2[C:51]#[N:52])[CH2:39]1)=[O:37])([CH3:34])([CH3:33])[CH3:32]. (2) Given the product [Cl:3][CH2:18][C:12]1[C:11]2[N:10]([N:9]=[C:8]([CH:5]3[CH2:7][CH2:6]3)[CH:20]=2)[C:15]([O:16][CH3:17])=[CH:14][CH:13]=1, predict the reactants needed to synthesize it. The reactants are: S(Cl)([Cl:3])=O.[CH:5]1([C:8]2[CH:20]=[C:11]3[C:12]([CH2:18]O)=[CH:13][CH:14]=[C:15]([O:16][CH3:17])[N:10]3[N:9]=2)[CH2:7][CH2:6]1.C(=O)([O-])O.[Na+].